Dataset: Reaction yield outcomes from USPTO patents with 853,638 reactions. Task: Predict the reaction yield, written as a fraction of the theoretical maximum amount of product (1.0 means a 100% yield; for example, 0.34 means a 34% yield). (1) The reactants are [Br:1][C:2]1[N:7]=[C:6]([C:8]([OH:10])=O)[CH:5]=[CH:4][CH:3]=1.[CH:11]1[CH:16]=[N:15][CH:14]=[C:13]([C@H:17]2[NH:22][CH2:21][CH2:20][CH2:19][CH2:18]2)[CH:12]=1.C(N(CC)C(C)C)(C)C.CN(C(ON1N=NC2C=CC=CC1=2)=[N+](C)C)C.F[P-](F)(F)(F)(F)F. The yield is 0.260. The product is [Br:1][C:2]1[N:7]=[C:6]([C:8]([N:22]2[CH2:21][CH2:20][CH2:19][CH2:18][CH:17]2[C:13]2[CH:14]=[N:15][CH:16]=[CH:11][CH:12]=2)=[O:10])[CH:5]=[CH:4][CH:3]=1. The catalyst is C(#N)C. (2) The reactants are [F:1][C:2]([F:19])([F:18])[CH:3]([OH:17])[CH2:4][C:5]1([CH3:16])[C:14]2[C:9](=[CH:10][CH:11]=[C:12]([F:15])[CH:13]=2)[O:8][CH2:7][CH2:6]1.CC(OI1(OC(C)=O)(OC(C)=O)OC(=O)C2C=CC=CC1=2)=O. The catalyst is ClCCl. The product is [F:19][C:2]([F:1])([F:18])[C:3](=[O:17])[CH2:4][C:5]1([CH3:16])[C:14]2[C:9](=[CH:10][CH:11]=[C:12]([F:15])[CH:13]=2)[O:8][CH2:7][CH2:6]1. The yield is 0.440.